Dataset: NCI-60 drug combinations with 297,098 pairs across 59 cell lines. Task: Regression. Given two drug SMILES strings and cell line genomic features, predict the synergy score measuring deviation from expected non-interaction effect. (1) Drug 1: COC1=NC(=NC2=C1N=CN2C3C(C(C(O3)CO)O)O)N. Drug 2: CC(C)CN1C=NC2=C1C3=CC=CC=C3N=C2N. Cell line: SF-539. Synergy scores: CSS=4.79, Synergy_ZIP=-2.31, Synergy_Bliss=-1.24, Synergy_Loewe=-1.05, Synergy_HSA=-0.182. (2) Drug 1: COC1=C(C=C2C(=C1)N=CN=C2NC3=CC(=C(C=C3)F)Cl)OCCCN4CCOCC4. Drug 2: CCC1(CC2CC(C3=C(CCN(C2)C1)C4=CC=CC=C4N3)(C5=C(C=C6C(=C5)C78CCN9C7C(C=CC9)(C(C(C8N6C=O)(C(=O)OC)O)OC(=O)C)CC)OC)C(=O)OC)O.OS(=O)(=O)O. Cell line: SF-539. Synergy scores: CSS=56.9, Synergy_ZIP=8.76, Synergy_Bliss=15.2, Synergy_Loewe=15.3, Synergy_HSA=15.5. (3) Synergy scores: CSS=51.7, Synergy_ZIP=4.75, Synergy_Bliss=4.61, Synergy_Loewe=-1.35, Synergy_HSA=4.77. Drug 1: C1=CC(=CC=C1CCC2=CNC3=C2C(=O)NC(=N3)N)C(=O)NC(CCC(=O)O)C(=O)O. Drug 2: CS(=O)(=O)OCCCCOS(=O)(=O)C. Cell line: K-562. (4) Synergy scores: CSS=0.260, Synergy_ZIP=-0.927, Synergy_Bliss=-3.47, Synergy_Loewe=-2.29, Synergy_HSA=-3.10. Drug 1: CC1=CC=C(C=C1)C2=CC(=NN2C3=CC=C(C=C3)S(=O)(=O)N)C(F)(F)F. Cell line: A498. Drug 2: CC12CCC3C(C1CCC2OP(=O)(O)O)CCC4=C3C=CC(=C4)OC(=O)N(CCCl)CCCl.[Na+]. (5) Drug 1: CC1C(C(CC(O1)OC2CC(CC3=C2C(=C4C(=C3O)C(=O)C5=C(C4=O)C(=CC=C5)OC)O)(C(=O)C)O)N)O.Cl. Drug 2: C(=O)(N)NO. Cell line: CAKI-1. Synergy scores: CSS=46.1, Synergy_ZIP=-6.76, Synergy_Bliss=-2.58, Synergy_Loewe=-4.54, Synergy_HSA=1.43. (6) Drug 1: CNC(=O)C1=CC=CC=C1SC2=CC3=C(C=C2)C(=NN3)C=CC4=CC=CC=N4. Drug 2: CC(C)CN1C=NC2=C1C3=CC=CC=C3N=C2N. Cell line: SK-MEL-28. Synergy scores: CSS=-3.19, Synergy_ZIP=2.80, Synergy_Bliss=2.48, Synergy_Loewe=-0.660, Synergy_HSA=-1.10. (7) Drug 1: C1=NC2=C(N1)C(=S)N=C(N2)N. Drug 2: CC1=C2C(C(=O)C3(C(CC4C(C3C(C(C2(C)C)(CC1OC(=O)C(C(C5=CC=CC=C5)NC(=O)OC(C)(C)C)O)O)OC(=O)C6=CC=CC=C6)(CO4)OC(=O)C)O)C)O. Cell line: IGROV1. Synergy scores: CSS=28.0, Synergy_ZIP=-6.29, Synergy_Bliss=-2.37, Synergy_Loewe=-9.23, Synergy_HSA=0.316.